This data is from Forward reaction prediction with 1.9M reactions from USPTO patents (1976-2016). The task is: Predict the product of the given reaction. Given the reactants [Br:1][C:2]1[C:3]([C:8]([F:11])([F:10])[F:9])=[N:4][NH:5][C:6]=1[CH3:7].O.C1(C)C=CC(S(O)(=O)=O)=CC=1.[O:24]1[CH:29]=[CH:28][CH2:27][CH2:26][CH2:25]1, predict the reaction product. The product is: [Br:1][C:2]1[C:3]([C:8]([F:9])([F:11])[F:10])=[N:4][N:5]([CH:25]2[CH2:26][CH2:27][CH2:28][CH2:29][O:24]2)[C:6]=1[CH3:7].